Dataset: Reaction yield outcomes from USPTO patents with 853,638 reactions. Task: Predict the reaction yield, written as a fraction of the theoretical maximum amount of product (1.0 means a 100% yield; for example, 0.34 means a 34% yield). (1) The reactants are [OH:1][C:2]1[CH:7]=[CH:6][C:5]([C:8]2[CH:13]=[CH:12][C:11]([CH2:14][C:15]([O:17][CH2:18][CH3:19])=[O:16])=[CH:10][CH:9]=2)=[CH:4][CH:3]=1.[F:20][C:21]([F:34])([F:33])[S:22](O[S:22]([C:21]([F:34])([F:33])[F:20])(=[O:24])=[O:23])(=[O:24])=[O:23].C(N(CC)CC)C. The catalyst is ClCCl. The product is [CH2:18]([O:17][C:15](=[O:16])[CH2:14][C:11]1[CH:12]=[CH:13][C:8]([C:5]2[CH:4]=[CH:3][C:2]([O:1][S:22]([C:21]([F:34])([F:33])[F:20])(=[O:24])=[O:23])=[CH:7][CH:6]=2)=[CH:9][CH:10]=1)[CH3:19]. The yield is 0.836. (2) The reactants are [CH3:1][N:2]([CH3:22])[C:3]1[CH:4]=[CH:5][C:6]([NH:9][C:10](=[O:21])[CH2:11][C:12]2[CH:17]=[CH:16][C:15]([OH:18])=[CH:14][C:13]=2[O:19][CH3:20])=[N:7][CH:8]=1.Cl[C:24]1[C:33]2[C:28](=[CH:29][C:30]([O:36][CH2:37][CH2:38][O:39][CH3:40])=[C:31]([O:34][CH3:35])[CH:32]=2)[N:27]=[CH:26][N:25]=1. No catalyst specified. The product is [CH3:22][N:2]([CH3:1])[C:3]1[CH:4]=[CH:5][C:6]([NH:9][C:10](=[O:21])[CH2:11][C:12]2[CH:17]=[CH:16][C:15]([O:18][C:24]3[C:33]4[C:28](=[CH:29][C:30]([O:36][CH2:37][CH2:38][O:39][CH3:40])=[C:31]([O:34][CH3:35])[CH:32]=4)[N:27]=[CH:26][N:25]=3)=[CH:14][C:13]=2[O:19][CH3:20])=[N:7][CH:8]=1. The yield is 0.740.